This data is from Reaction yield outcomes from USPTO patents with 853,638 reactions. The task is: Predict the reaction yield, written as a fraction of the theoretical maximum amount of product (1.0 means a 100% yield; for example, 0.34 means a 34% yield). The reactants are [Cl:1][C:2]1[CH:3]=[C:4]([Cl:33])[C:5]2[N:6]([N:9]=[C:10]([CH2:12][CH2:13][C:14]3[N:18]=[C:17]([N:19]4[CH2:23][CH2:22][CH2:21][CH2:20]4)[N:16](CC4C=CC(OC)=CC=4)[N:15]=3)[N:11]=2)[C:7]=1[CH3:8]. The catalyst is FC(F)(F)C(O)=O. The yield is 1.00. The product is [Cl:1][C:2]1[CH:3]=[C:4]([Cl:33])[C:5]2[N:6]([N:9]=[C:10]([CH2:12][CH2:13][C:14]3[N:18]=[C:17]([N:19]4[CH2:23][CH2:22][CH2:21][CH2:20]4)[NH:16][N:15]=3)[N:11]=2)[C:7]=1[CH3:8].